Task: Predict the product of the given reaction.. Dataset: Forward reaction prediction with 1.9M reactions from USPTO patents (1976-2016) (1) Given the reactants [F:1][C:2]1[CH:3]=[C:4]([NH:8][C:9]([C:11]2[NH:12][C:13](C3C4C(=CC=C(C(F)(F)F)C=4)NN=3)=[CH:14][CH:15]=2)=[O:10])[CH:5]=[CH:6][CH:7]=1.[F:29][C:30]1[CH:38]=[CH:37][CH:36]=[C:35]([F:39])[C:31]=1[C:32](Cl)=[O:33].[Sn](Cl)(Cl)(Cl)Cl, predict the reaction product. The product is: [F:1][C:2]1[CH:3]=[C:4]([NH:8][C:9]([C:11]2[NH:12][C:13]([C:32](=[O:33])[C:31]3[C:30]([F:29])=[CH:38][CH:37]=[CH:36][C:35]=3[F:39])=[CH:14][CH:15]=2)=[O:10])[CH:5]=[CH:6][CH:7]=1. (2) The product is: [F:28][C:25]1[C:26]2[CH:16]([CH2:15][N:12]3[CH2:13][CH2:14][C@H:10]([CH2:9][NH2:5])[CH2:11]3)[CH2:17][N:18]3[C:27]=2[C:22]([CH:21]=[CH:20][C:19]3=[O:29])=[CH:23][CH:24]=1. Given the reactants CC([N:5]([CH2:9][C@@H:10]1[CH2:14][CH2:13][N:12]([CH2:15][CH:16]2[C:26]3=[C:27]4[C:22](=[CH:23][CH:24]=[C:25]3[F:28])[CH:21]=[CH:20][C:19](=[O:29])[N:18]4[CH2:17]2)[CH2:11]1)C(=O)[O-])(C)C.FC(F)(F)C(O)=O, predict the reaction product. (3) Given the reactants FC(F)(F)C(O)=O.[NH2:8][C@H:9]([C:12]1[N:21]([C:22]2[CH:26]=[CH:25][NH:24][N:23]=2)[C:20](=[O:27])[C:19]2[C:14](=[CH:15][CH:16]=[CH:17][C:18]=2[Cl:28])[N:13]=1)[CH2:10][CH3:11].[NH2:29][C:30]1[N:35]=[C:34]([NH2:36])[C:33]([C:37]#[N:38])=[C:32](Cl)[N:31]=1.C(N(C(C)C)CC)(C)C, predict the reaction product. The product is: [NH2:29][C:30]1[N:35]=[C:34]([NH2:36])[C:33]([C:37]#[N:38])=[C:32]([NH:8][C@H:9]([C:12]2[N:21]([C:22]3[CH:26]=[CH:25][NH:24][N:23]=3)[C:20](=[O:27])[C:19]3[C:14](=[CH:15][CH:16]=[CH:17][C:18]=3[Cl:28])[N:13]=2)[CH2:10][CH3:11])[N:31]=1.